Dataset: Forward reaction prediction with 1.9M reactions from USPTO patents (1976-2016). Task: Predict the product of the given reaction. (1) Given the reactants [C:1]([N:4]1[CH2:9][CH2:8][CH:7]([C:10]2[N:11]=[C:12]([NH:15][C:16]3[N:21]=[CH:20][C:19]([S:22]CCC(OC)=O)=[CH:18][C:17]=3[O:29][C:30]3[CH:35]=[CH:34][CH:33]=[CH:32][CH:31]=3)[S:13][CH:14]=2)[CH2:6][CH2:5]1)(=[O:3])[CH3:2].[Cl:36][C:37]1[CH:42]=[CH:41][N:40]=[C:39]2[CH:43]=[CH:44][S:45][C:38]=12.CC([O-])(C)C.[K+].[NH4+].[Cl-:53], predict the reaction product. The product is: [ClH:36].[ClH:53].[O:29]([C:17]1[C:16]([NH:15][C:12]2[S:13][CH:14]=[C:10]([CH:7]3[CH2:6][CH2:5][N:4]([C:1](=[O:3])[CH3:2])[CH2:9][CH2:8]3)[N:11]=2)=[N:21][CH:20]=[C:19]([S:22][C:37]2[CH:42]=[CH:41][N:40]=[C:39]3[CH:43]=[CH:44][S:45][C:38]=23)[CH:18]=1)[C:30]1[CH:31]=[CH:32][CH:33]=[CH:34][CH:35]=1. (2) Given the reactants O[CH2:2][C:3]1[CH:8]=[CH:7][CH:6]=[CH:5][C:4]=1[NH:9][N:10]=[C:11]([C:14]#[N:15])[C:12]#[N:13].NC1C=C(C=CC=1)CO.C(#N)CC#N.[OH2:30].[NH2:31][NH2:32], predict the reaction product. The product is: [NH2:13][C:12]1[C:11](=[N:10][NH:9][C:4]2[CH:5]=[CH:6][CH:7]=[CH:8][C:3]=2[CH2:2][OH:30])[C:14]([NH2:15])=[N:32][N:31]=1. (3) Given the reactants [CH3:1][C:2]([N:6]1[CH:10]=[N:9][N:8]=[N:7]1)([CH3:5])[CH2:3][OH:4].[Br:11][C:12]1[N:17]=[CH:16][C:15](O)=[CH:14][CH:13]=1, predict the reaction product. The product is: [Br:11][C:12]1[CH:13]=[CH:14][C:15]([O:4][CH2:3][C:2]([CH3:5])([N:6]2[CH:10]=[N:9][N:8]=[N:7]2)[CH3:1])=[CH:16][N:17]=1. (4) Given the reactants [I:1][C:2]1[C:3]([NH2:8])=[N:4][CH:5]=[N:6][CH:7]=1.N1C=CC=CC=1.[C:15](O[C:15]([O:17][C:18]([CH3:21])([CH3:20])[CH3:19])=[O:16])([O:17][C:18]([CH3:21])([CH3:20])[CH3:19])=[O:16], predict the reaction product. The product is: [C:18]([O:17][C:15](=[O:16])[NH:8][C:3]1[C:2]([I:1])=[CH:7][N:6]=[CH:5][N:4]=1)([CH3:21])([CH3:20])[CH3:19].